From a dataset of Reaction yield outcomes from USPTO patents with 853,638 reactions. Predict the reaction yield, written as a fraction of the theoretical maximum amount of product (1.0 means a 100% yield; for example, 0.34 means a 34% yield). (1) The catalyst is CN(C=O)C. The product is [Cl:8][C:6]1[CH:7]=[C:2]([N:13]2[CH:14]=[C:10]([Cl:9])[N:11]=[CH:12]2)[N:3]=[CH:4][N:5]=1. The reactants are Cl[C:2]1[CH:7]=[C:6]([Cl:8])[N:5]=[CH:4][N:3]=1.[Cl:9][C:10]1[N:11]=[CH:12][NH:13][CH:14]=1.C(=O)([O-])[O-].[Cs+].[Cs+].O. The yield is 0.546. (2) The reactants are [C:1]([O:5][C:6]([NH:8][C@H:9]([C:13]1[CH:18]=[CH:17][C:16]([OH:19])=[CH:15][CH:14]=1)[C:10]([OH:12])=[O:11])=[O:7])([CH3:4])([CH3:3])[CH3:2].[H-].[Na+].[C:22]([Si:26]([CH3:46])([CH3:45])[O:27][CH2:28][CH2:29][N:30]([CH2:35][CH2:36][O:37][Si:38]([C:41]([CH3:44])([CH3:43])[CH3:42])([CH3:40])[CH3:39])[C:31](=[O:34])[CH2:32]Cl)([CH3:25])([CH3:24])[CH3:23].O. The catalyst is CN(C)C=O. The product is [C:41]([Si:38]([CH3:40])([CH3:39])[O:37][CH2:36][CH2:35][N:30]([CH2:29][CH2:28][O:27][Si:26]([CH3:45])([CH3:46])[C:22]([CH3:25])([CH3:24])[CH3:23])[C:31]([CH2:32][O:19][C:16]1[CH:17]=[CH:18][C:13]([C@@H:9]([NH:8][C:6]([O:5][C:1]([CH3:4])([CH3:2])[CH3:3])=[O:7])[C:10]([OH:12])=[O:11])=[CH:14][CH:15]=1)=[O:34])([CH3:44])([CH3:43])[CH3:42]. The yield is 0.459. (3) The reactants are Cl[C:2]1[CH:7]=[C:6]([C:8]2[CH:13]=[C:12]([Cl:14])[CH:11]=[CH:10][C:9]=2[CH2:15][CH3:16])[N:5]=[C:4]([NH2:17])[N:3]=1.[NH2:18][C:19]1[CH:27]=[CH:26][C:22]([CH2:23][CH2:24][OH:25])=[CH:21][CH:20]=1. No catalyst specified. The product is [NH2:17][C:4]1[N:3]=[C:2]([NH:18][C:19]2[CH:27]=[CH:26][C:22]([CH2:23][CH2:24][OH:25])=[CH:21][CH:20]=2)[CH:7]=[C:6]([C:8]2[CH:13]=[C:12]([Cl:14])[CH:11]=[CH:10][C:9]=2[CH2:15][CH3:16])[N:5]=1. The yield is 0.190.